This data is from Full USPTO retrosynthesis dataset with 1.9M reactions from patents (1976-2016). The task is: Predict the reactants needed to synthesize the given product. Given the product [NH2:12][C:10]1[S:11][C:7]2[C:8](=[C:13]([SH:15])[CH:14]=[C:5]([C:1]([CH3:3])([CH3:2])[CH3:4])[CH:6]=2)[N:9]=1, predict the reactants needed to synthesize it. The reactants are: [C:1]([C:5]1[CH:14]=[C:13]([S:15]C#N)[C:8]2[N:9]=[C:10]([NH2:12])[S:11][C:7]=2[CH:6]=1)([CH3:4])([CH3:3])[CH3:2].SC[C@H]([C@@H](CS)O)O.P([O-])([O-])([O-])=O.